This data is from Full USPTO retrosynthesis dataset with 1.9M reactions from patents (1976-2016). The task is: Predict the reactants needed to synthesize the given product. (1) Given the product [C:1]([O:5][C:6]([N:8]1[CH2:13][CH2:12][CH:11]([N:14]([CH:15]2[CH2:16][CH2:17]2)[C:23]([C:21]2[N:20]=[CH:19][NH:18][CH:22]=2)=[O:24])[CH2:10][CH2:9]1)=[O:7])([CH3:4])([CH3:2])[CH3:3], predict the reactants needed to synthesize it. The reactants are: [C:1]([O:5][C:6]([N:8]1[CH2:13][CH2:12][CH:11]([NH:14][CH:15]2[CH2:17][CH2:16]2)[CH2:10][CH2:9]1)=[O:7])([CH3:4])([CH3:3])[CH3:2].[NH:18]1[CH:22]=[C:21]([C:23](O)=[O:24])[N:20]=[CH:19]1. (2) Given the product [F:41][C:20]1([F:19])[CH2:25][N:24]([C:26]([C:28]2[N:29]=[C:30]([CH:33]([CH3:35])[CH3:34])[S:31][CH:32]=2)=[O:27])[CH2:23][C:22]2([CH2:40][CH2:39][N:38]([CH2:2][C:3]3[CH:8]=[CH:7][CH:6]=[C:5]([CH2:9][CH2:10][OH:11])[CH:4]=3)[CH2:37][CH2:36]2)[O:21]1, predict the reactants needed to synthesize it. The reactants are: Br[CH2:2][C:3]1[CH:4]=[C:5]([CH2:9][CH2:10][OH:11])[CH:6]=[CH:7][CH:8]=1.FC(F)(F)C(O)=O.[F:19][C:20]1([F:41])[CH2:25][N:24]([C:26]([C:28]2[N:29]=[C:30]([CH:33]([CH3:35])[CH3:34])[S:31][CH:32]=2)=[O:27])[CH2:23][C:22]2([CH2:40][CH2:39][NH:38][CH2:37][CH2:36]2)[O:21]1.C(N(CC)CC)C. (3) Given the product [F:1][C:2]1[CH:10]=[C:6]2[C:5]([CH:15]=[C:14]([CH:13]([OH:16])[CH3:12])[O:9][C:7]2=[O:8])=[CH:4][CH:3]=1, predict the reactants needed to synthesize it. The reactants are: [F:1][C:2]1[CH:3]=[CH:4][C:5](I)=[C:6]([CH:10]=1)[C:7]([OH:9])=[O:8].[CH3:12][CH:13]([OH:16])[C:14]#[CH:15].CCN(CC)CC. (4) Given the product [CH2:15]([O:14][CH:4]([O:3][CH2:1][CH3:2])[C:5]1[CH:10]=[CH:9][C:8]([CH2:11][N:12]([CH3:13])[C:25](=[O:26])[O:27][C:28]([CH3:29])([CH3:30])[CH3:31])=[CH:7][CH:6]=1)[CH3:16], predict the reactants needed to synthesize it. The reactants are: [CH2:1]([O:3][CH:4]([O:14][CH2:15][CH3:16])[C:5]1[CH:10]=[CH:9][C:8]([CH2:11][NH:12][CH3:13])=[CH:7][CH:6]=1)[CH3:2].[CH3:29][C:28]([O:27][C:25](O[C:25]([O:27][C:28]([CH3:31])([CH3:30])[CH3:29])=[O:26])=[O:26])([CH3:31])[CH3:30]. (5) Given the product [O:16]=[C:10]1[C:9](=[CH:17][C:19]2[CH:20]=[CH:21][C:22]([N:25]3[CH2:26][CH2:27][N:28]([CH:31]=[O:32])[CH2:29][CH2:30]3)=[CH:23][CH:24]=2)[C:8]2[C:12](=[CH:13][CH:14]=[CH:15][C:7]=2[C:4]2[CH:5]=[CH:6][N:1]=[CH:2][CH:3]=2)[NH:11]1, predict the reactants needed to synthesize it. The reactants are: [N:1]1[CH:6]=[CH:5][C:4]([C:7]2[CH:15]=[CH:14][CH:13]=[C:12]3[C:8]=2[CH2:9][C:10](=[O:16])[NH:11]3)=[CH:3][CH:2]=1.[CH:17]([C:19]1[CH:24]=[CH:23][C:22]([N:25]2[CH2:30][CH2:29][N:28]([CH:31]=[O:32])[CH2:27][CH2:26]2)=[CH:21][CH:20]=1)=O. (6) Given the product [C:24]([O:28][C:29]([N:31]1[CH2:35][CH2:34][CH2:33][C@H:32]1[C:36]1[O:1][N:2]=[C:3]([C:5]2([C:8]([F:10])([F:9])[F:11])[CH2:6][CH2:7]2)[N:4]=1)=[O:30])([CH3:27])([CH3:25])[CH3:26], predict the reactants needed to synthesize it. The reactants are: [OH:1][NH:2][C:3]([C:5]1([C:8]([F:11])([F:10])[F:9])[CH2:7][CH2:6]1)=[NH:4].Cl.C(N=C=NCCCN(C)C)C.[C:24]([O:28][C:29]([N:31]1[CH2:35][CH2:34][CH2:33][C@H:32]1[C:36](O)=O)=[O:30])([CH3:27])([CH3:26])[CH3:25].C(N(CC)C(C)C)(C)C. (7) Given the product [C:1]([C:3]1[C@@H:8]([C:9]2[CH:14]=[CH:13][C:12]([C:15]#[N:16])=[CH:11][C:10]=2[S:17]([CH3:20])(=[O:19])=[O:18])[N:7]([CH2:21][C:22]([NH2:38])=[O:24])[C:6](=[O:25])[N:5]([C:26]2[CH:31]=[CH:30][CH:29]=[C:28]([C:32]([F:33])([F:34])[F:35])[CH:27]=2)[C:4]=1[CH3:36])#[N:2], predict the reactants needed to synthesize it. The reactants are: [C:1]([C:3]1[C@@H:8]([C:9]2[CH:14]=[CH:13][C:12]([C:15]#[N:16])=[CH:11][C:10]=2[S:17]([CH3:20])(=[O:19])=[O:18])[N:7]([CH2:21][C:22]([OH:24])=O)[C:6](=[O:25])[N:5]([C:26]2[CH:31]=[CH:30][CH:29]=[C:28]([C:32]([F:35])([F:34])[F:33])[CH:27]=2)[C:4]=1[CH3:36])#[N:2].C[N:38](C(ON1N=NC2C=CC=NC1=2)=[N+](C)C)C.F[P-](F)(F)(F)(F)F.[Cl-].[NH4+].C(N(CC)C(C)C)(C)C.